Regression. Given two drug SMILES strings and cell line genomic features, predict the synergy score measuring deviation from expected non-interaction effect. From a dataset of NCI-60 drug combinations with 297,098 pairs across 59 cell lines. Drug 1: C1CN1P(=S)(N2CC2)N3CC3. Drug 2: C1CCC(C(C1)N)N.C(=O)(C(=O)[O-])[O-].[Pt+4]. Cell line: PC-3. Synergy scores: CSS=32.2, Synergy_ZIP=-6.49, Synergy_Bliss=1.52, Synergy_Loewe=4.57, Synergy_HSA=5.57.